Predict which catalyst facilitates the given reaction. From a dataset of Catalyst prediction with 721,799 reactions and 888 catalyst types from USPTO. Reactant: [H-].[H-].[H-].[H-].[Li+].[Al+3].[C:7]([SiH2:11][O:12][C:13]([CH3:25])([CH3:24])[C:14]1[CH:15]=[C:16]([CH:20]=[CH:21][C:22]=1[Cl:23])[CH:17]=[N:18]O)([CH3:10])([CH3:9])[CH3:8].C(C(C(C([O-])=O)O)O)([O-])=O.[Na+].[K+]. Product: [C:7]([SiH2:11][O:12][C:13]([CH3:25])([CH3:24])[C:14]1[CH:15]=[C:16]([CH:20]=[CH:21][C:22]=1[Cl:23])[CH2:17][NH2:18])([CH3:10])([CH3:8])[CH3:9]. The catalyst class is: 28.